From a dataset of Forward reaction prediction with 1.9M reactions from USPTO patents (1976-2016). Predict the product of the given reaction. (1) Given the reactants [NH2:1][C:2]1[CH:3]=[C:4]([C:8]2[N:13]3[N:14]=[CH:15][C:16]([C:17]([C:19]4[S:20][CH:21]=[CH:22][CH:23]=4)=[O:18])=[C:12]3[N:11]=[CH:10][CH:9]=2)[CH:5]=[CH:6][CH:7]=1.[C:24]1(=[O:34])[O:29][C:27](=[O:28])[C:26]2=[CH:30][CH:31]=[CH:32][CH:33]=[C:25]12, predict the reaction product. The product is: [S:20]1[CH:21]=[CH:22][CH:23]=[C:19]1[C:17]([C:16]1[CH:15]=[N:14][N:13]2[C:8]([C:4]3[CH:3]=[C:2]([NH:1][C:24]([C:25]4[CH:33]=[CH:32][CH:31]=[CH:30][C:26]=4[C:27]([OH:29])=[O:28])=[O:34])[CH:7]=[CH:6][CH:5]=3)=[CH:9][CH:10]=[N:11][C:12]=12)=[O:18]. (2) Given the reactants C(Br)C.[Mg].[CH3:5][CH:6]([OH:9])[C:7]#[CH:8].[CH3:10][CH:11]([CH2:15]/[CH:16]=[CH:17]\[CH2:18][CH2:19][CH3:20])[CH2:12][CH2:13][OH:14], predict the reaction product. The product is: [CH3:10][CH:11]([CH2:15]/[CH:16]=[CH:17]\[CH2:18][CH2:19][CH3:20])[CH2:12][CH:13]([OH:14])[C:8]#[C:7][CH:6]([OH:9])[CH3:5]. (3) Given the reactants [F:1][C:2]([C@H:5]1[NH:8][C:7](=[O:9])[C@H:6]1[OH:10])([F:4])[CH3:3].[CH:11]([Si:14](Cl)([CH:18]([CH3:20])[CH3:19])[CH:15]([CH3:17])[CH3:16])([CH3:13])[CH3:12], predict the reaction product. The product is: [F:1][C:2]([C@H:5]1[NH:8][C:7](=[O:9])[C@H:6]1[O:10][Si:14]([CH:18]([CH3:20])[CH3:19])([CH:15]([CH3:17])[CH3:16])[CH:11]([CH3:13])[CH3:12])([F:4])[CH3:3].